From a dataset of NCI-60 drug combinations with 297,098 pairs across 59 cell lines. Regression. Given two drug SMILES strings and cell line genomic features, predict the synergy score measuring deviation from expected non-interaction effect. (1) Drug 1: C1CN1P(=S)(N2CC2)N3CC3. Drug 2: CS(=O)(=O)CCNCC1=CC=C(O1)C2=CC3=C(C=C2)N=CN=C3NC4=CC(=C(C=C4)OCC5=CC(=CC=C5)F)Cl. Cell line: HS 578T. Synergy scores: CSS=6.59, Synergy_ZIP=-1.46, Synergy_Bliss=0.807, Synergy_Loewe=-4.10, Synergy_HSA=-0.422. (2) Drug 1: CC(C)NC(=O)C1=CC=C(C=C1)CNNC.Cl. Drug 2: CCC1(C2=C(COC1=O)C(=O)N3CC4=CC5=C(C=CC(=C5CN(C)C)O)N=C4C3=C2)O.Cl. Cell line: HL-60(TB). Synergy scores: CSS=-6.83, Synergy_ZIP=-17.4, Synergy_Bliss=-42.7, Synergy_Loewe=-108, Synergy_HSA=-46.1. (3) Drug 1: CS(=O)(=O)OCCCCOS(=O)(=O)C. Drug 2: CCC1(C2=C(COC1=O)C(=O)N3CC4=CC5=C(C=CC(=C5CN(C)C)O)N=C4C3=C2)O.Cl. Cell line: TK-10. Synergy scores: CSS=22.1, Synergy_ZIP=-6.74, Synergy_Bliss=0.692, Synergy_Loewe=-53.7, Synergy_HSA=-0.341. (4) Synergy scores: CSS=3.94, Synergy_ZIP=-0.787, Synergy_Bliss=0.0692, Synergy_Loewe=2.06, Synergy_HSA=0.117. Drug 1: CC(C)(C#N)C1=CC(=CC(=C1)CN2C=NC=N2)C(C)(C)C#N. Cell line: UACC62. Drug 2: CC1=C(C=C(C=C1)C(=O)NC2=CC(=CC(=C2)C(F)(F)F)N3C=C(N=C3)C)NC4=NC=CC(=N4)C5=CN=CC=C5. (5) Drug 1: C1=CC(=CC=C1CC(C(=O)O)N)N(CCCl)CCCl.Cl. Drug 2: C1CC(=O)NC(=O)C1N2C(=O)C3=CC=CC=C3C2=O. Cell line: RPMI-8226. Synergy scores: CSS=23.1, Synergy_ZIP=-5.55, Synergy_Bliss=0.169, Synergy_Loewe=-14.7, Synergy_HSA=-4.74. (6) Drug 1: COC1=NC(=NC2=C1N=CN2C3C(C(C(O3)CO)O)O)N. Drug 2: CCN(CC)CCCC(C)NC1=C2C=C(C=CC2=NC3=C1C=CC(=C3)Cl)OC. Cell line: T-47D. Synergy scores: CSS=17.4, Synergy_ZIP=-6.32, Synergy_Bliss=-4.20, Synergy_Loewe=-2.63, Synergy_HSA=-0.521.